This data is from Peptide-MHC class I binding affinity with 185,985 pairs from IEDB/IMGT. The task is: Regression. Given a peptide amino acid sequence and an MHC pseudo amino acid sequence, predict their binding affinity value. This is MHC class I binding data. The peptide sequence is LPQIGGEAI. The MHC is HLA-B53:01 with pseudo-sequence HLA-B53:01. The binding affinity (normalized) is 0.810.